From a dataset of Forward reaction prediction with 1.9M reactions from USPTO patents (1976-2016). Predict the product of the given reaction. (1) Given the reactants Br[C:2]1[CH:7]=[CH:6][C:5]([N+:8]([O-:10])=[O:9])=[C:4]([CH3:11])[CH:3]=1.[N:12]1[CH:17]=[CH:16][CH:15]=[C:14](B(O)O)[CH:13]=1.B1([C:14]2[CH:15]=[CH:16][CH:17]=[N:12][CH:13]=2)OCCCO1, predict the reaction product. The product is: [CH3:11][C:4]1[CH:3]=[CH:2][C:7]([C:14]2[CH:13]=[N:12][CH:17]=[CH:16][CH:15]=2)=[CH:6][C:5]=1[N+:8]([O-:10])=[O:9]. (2) Given the reactants [CH:1]1[C:14]2[NH:13][C:12]3[C:7](=[CH:8][CH:9]=[CH:10][CH:11]=3)[S:6][C:5]=2[C:4]([OH:15])=[CH:3][CH:2]=1.[C:16](O[C:16]([O:18][C:19]([CH3:22])([CH3:21])[CH3:20])=[O:17])([O:18][C:19]([CH3:22])([CH3:21])[CH3:20])=[O:17].[OH-].[Na+].Cl, predict the reaction product. The product is: [C:19]([O:18][C:16]([N:13]1[C:14]2[CH:1]=[CH:2][CH:3]=[C:4]([OH:15])[C:5]=2[S:6][C:7]2[C:12]1=[CH:11][CH:10]=[CH:9][CH:8]=2)=[O:17])([CH3:22])([CH3:21])[CH3:20]. (3) The product is: [CH3:25][N:26]1[C:27](=[O:59])[C:28]([NH:41][C:42]2[CH:47]=[CH:46][C:45]([N:48]3[CH2:53][CH2:52][N:51]([CH:54]4[CH2:55][O:56][CH2:57]4)[CH2:50][C@@H:49]3[CH3:58])=[CH:44][N:43]=2)=[CH:29][C:30]([C:2]2[CH:7]=[CH:6][N:5]=[C:4]([N:8]3[C:20](=[O:21])[C:19]4[N:11]([C:12]5[C@H:13]6[CH2:22][C@@H:16]([C:17]=5[CH:18]=4)[CH2:15][CH2:14]6)[CH2:10][CH2:9]3)[C:3]=2[CH:23]=[O:24])=[CH:31]1. Given the reactants Cl[C:2]1[CH:7]=[CH:6][N:5]=[C:4]([N:8]2[C:20](=[O:21])[C:19]3[N:11]([C:12]4[C@H:13]5[CH2:22][C@@H:16]([C:17]=4[CH:18]=3)[CH2:15][CH2:14]5)[CH2:10][CH2:9]2)[C:3]=1[CH:23]=[O:24].[CH3:25][N:26]1[CH:31]=[C:30](B2OC(C)(C)C(C)(C)O2)[CH:29]=[C:28]([NH:41][C:42]2[CH:47]=[CH:46][C:45]([N:48]3[CH2:53][CH2:52][N:51]([CH:54]4[CH2:57][O:56][CH2:55]4)[CH2:50][C@@H:49]3[CH3:58])=[CH:44][N:43]=2)[C:27]1=[O:59].C([O-])(=O)C.[Na+].C(#N)C, predict the reaction product. (4) Given the reactants CNC(C1C2C=C(C3C(Cl)=CN=C(NCCCN4CCNC[C@H]4C)N=3)SC=2C=CC=1)=O.[CH3:32][NH:33][C:34]([C:36]1[C:44]2[CH:43]=[C:42]([C:45]3[C:50]([CH3:51])=[CH:49][N:48]=[C:47](Cl)[N:46]=3)[S:41][C:40]=2[CH:39]=[CH:38][CH:37]=1)=[O:35].C(OC([N:60]1[CH2:65][CH2:64][N:63]([CH2:66][CH2:67][CH2:68][NH2:69])[CH2:62][C@@H:61]1[CH3:70])=O)(C)(C)C, predict the reaction product. The product is: [CH3:32][NH:33][C:34]([C:36]1[C:44]2[CH:43]=[C:42]([C:45]3[C:50]([CH3:51])=[CH:49][N:48]=[C:47]([NH:69][CH2:68][CH2:67][CH2:66][N:63]4[CH2:64][CH2:65][NH:60][C@@H:61]([CH3:70])[CH2:62]4)[N:46]=3)[S:41][C:40]=2[CH:39]=[CH:38][CH:37]=1)=[O:35]. (5) Given the reactants C([O:8][C:9]1[CH:14]=[C:13]([NH:15][C:16]2[N:20]([C:21]([CH3:24])([CH3:23])[CH3:22])[N:19]=[CH:18][CH:17]=2)[N:12]=[C:11]([CH2:25][C:26]2([C:39]([O:41][CH2:42][CH3:43])=[O:40])[CH2:31][CH2:30][N:29]([C:32]([O:34][C:35]([CH3:38])([CH3:37])[CH3:36])=[O:33])[CH2:28][CH2:27]2)[CH:10]=1)C1C=CC=CC=1, predict the reaction product. The product is: [C:21]([N:20]1[C:16]([NH:15][C:13]2[N:12]=[C:11]([CH2:25][C:26]3([C:39]([O:41][CH2:42][CH3:43])=[O:40])[CH2:31][CH2:30][N:29]([C:32]([O:34][C:35]([CH3:36])([CH3:38])[CH3:37])=[O:33])[CH2:28][CH2:27]3)[CH:10]=[C:9]([OH:8])[CH:14]=2)=[CH:17][CH:18]=[N:19]1)([CH3:22])([CH3:23])[CH3:24]. (6) Given the reactants [CH2:1]([N:8]1[C:17]2[C:12](=[CH:13][C:14]([N+:18]([O-])=O)=[CH:15][CH:16]=2)[CH2:11][CH2:10][CH2:9]1)[C:2]1[CH:7]=[CH:6][CH:5]=[CH:4][CH:3]=1.[Cl-].[NH4+].C(O)C, predict the reaction product. The product is: [CH2:1]([N:8]1[C:17]2[C:12](=[CH:13][C:14]([NH2:18])=[CH:15][CH:16]=2)[CH2:11][CH2:10][CH2:9]1)[C:2]1[CH:3]=[CH:4][CH:5]=[CH:6][CH:7]=1. (7) Given the reactants S(O[CH2:9][C:10]([CH3:23])([N+:20]([O-:22])=[O:21])[CH2:11]OS(C(F)(F)F)(=O)=O)(C(F)(F)F)(=O)=O.C(N(C(C)C)C(C)C)C.[CH2:33]([NH2:40])[C:34]1[CH:39]=[CH:38][CH:37]=[CH:36][CH:35]=1, predict the reaction product. The product is: [CH3:23][C:10]1([N+:20]([O-:22])=[O:21])[CH2:9][N:40]([CH2:33][C:34]2[CH:39]=[CH:38][CH:37]=[CH:36][CH:35]=2)[CH2:11]1.